From a dataset of Reaction yield outcomes from USPTO patents with 853,638 reactions. Predict the reaction yield, written as a fraction of the theoretical maximum amount of product (1.0 means a 100% yield; for example, 0.34 means a 34% yield). (1) The reactants are [C:1]([C:4]1[CH:9]=[CH:8][C:7]([CH2:10][C:11]([OH:13])=[O:12])=[C:6]([NH:14][C:15]([O:17][CH2:18][CH:19]=[CH2:20])=[O:16])[CH:5]=1)(=[O:3])[CH3:2].C(N(CC)CC)C.[N+:28]([C:31]1[CH:38]=[CH:37][C:34]([CH2:35]Br)=[CH:33][CH:32]=1)([O-:30])=[O:29].O. The catalyst is CN(C=O)C.[Cl-].[Na+].O. The product is [C:1]([C:4]1[CH:9]=[CH:8][C:7]([CH2:10][C:11]([O:13][CH2:35][C:34]2[CH:37]=[CH:38][C:31]([N+:28]([O-:30])=[O:29])=[CH:32][CH:33]=2)=[O:12])=[C:6]([NH:14][C:15]([O:17][CH2:18][CH:19]=[CH2:20])=[O:16])[CH:5]=1)(=[O:3])[CH3:2]. The yield is 0.980. (2) The catalyst is C(Cl)Cl. The product is [CH3:35][O:34][C:12]1[CH:13]=[C:14]2[C:19](=[C:20]([CH3:21])[C:11]=1[O:10][C@H:40]1[C@@H:45]3[O:46][C:47](=[O:49])[O:48][C@@H:44]3[C@@H:43]([O:50][CH3:51])[C:42]([CH3:53])([CH3:52])[O:41]1)[O:18][C:17](=[O:22])[C:16]([NH:23][C:24](=[O:33])[O:25][CH2:26][C:27]1[CH:32]=[CH:31][CH:30]=[CH:29][CH:28]=1)=[CH:15]2. The yield is 0.950. The reactants are B(F)(F)F.CCOCC.[OH:10][C:11]1[C:20]([CH3:21])=[C:19]2[C:14]([CH:15]=[C:16]([NH:23][C:24](=[O:33])[O:25][CH2:26][C:27]3[CH:32]=[CH:31][CH:30]=[CH:29][CH:28]=3)[C:17](=[O:22])[O:18]2)=[CH:13][C:12]=1[O:34][CH3:35].ClC(Cl)(Cl)C(=N)O[C@H:40]1[C@@H:45]2[O:46][C:47](=[O:49])[O:48][C@@H:44]2[C@@H:43]([O:50][CH3:51])[C:42]([CH3:53])([CH3:52])[O:41]1.C(N(CC)CC)C. (3) The reactants are [N+:1]([C:4]1[CH:5]=[C:6]([S:13][CH2:14][CH2:15][CH2:16][CH2:17][N:18]2[C:26](=[O:27])[C:25]3[C:20](=[CH:21][CH:22]=[CH:23][CH:24]=3)[C:19]2=[O:28])[CH:7]=[C:8]([N+:10]([O-])=O)[CH:9]=1)([O-:3])=[O:2].Cl.[OH-].[Na+]. The catalyst is C1COCC1.[Cl-].[Ti+3].[Cl-].[Cl-]. The product is [NH2:10][C:8]1[CH:7]=[C:6]([S:13][CH2:14][CH2:15][CH2:16][CH2:17][N:18]2[C:26](=[O:27])[C:25]3[C:20](=[CH:21][CH:22]=[CH:23][CH:24]=3)[C:19]2=[O:28])[CH:5]=[C:4]([N+:1]([O-:3])=[O:2])[CH:9]=1. The yield is 0.400. (4) The reactants are [F:1][C:2]1[CH:7]=[CH:6][C:5]([N:8]2[C:11](=[O:12])[C@H:10]([S:13]SC3C([N+]([O-])=O)=CC=CN=3)[C@H:9]2[C:24]2[CH:38]=[CH:37][C:27]([O:28][CH2:29][C:30]([O:32]C(C)(C)C)=[O:31])=[CH:26][CH:25]=2)=[CH:4][CH:3]=1.C1(P(C2C=CC=CC=2)C2C=CC=CC=2)C=CC=CC=1.BrCC([C:62]1[CH:67]=[CH:66][CH:65]=[C:64]([O:68][CH2:69][CH3:70])[CH:63]=1)=O.CCN(CC)CC.[CH3:78][C:79](C)=[O:80]. The catalyst is O.C(Cl)Cl.C(O)=O. The product is [CH2:69]([O:68][C:64]1[CH:63]=[CH:62][C:67]([C:79](=[O:80])[CH2:78][S:13][C@H:10]2[C:11](=[O:12])[N:8]([C:5]3[CH:6]=[CH:7][C:2]([F:1])=[CH:3][CH:4]=3)[C@@H:9]2[C:24]2[CH:38]=[CH:37][C:27]([O:28][CH2:29][C:30]([OH:32])=[O:31])=[CH:26][CH:25]=2)=[CH:66][CH:65]=1)[CH3:70]. The yield is 0.570.